This data is from Forward reaction prediction with 1.9M reactions from USPTO patents (1976-2016). The task is: Predict the product of the given reaction. (1) Given the reactants [NH2:1][C:2]1[S:3][CH:4]=[C:5]([C:7]2([C:13]3[CH:18]=[CH:17][CH:16]=[CH:15][CH:14]=3)[CH2:12][CH2:11][NH:10][CH2:9][CH2:8]2)[N:6]=1.[ClH:19].C(N(C1(C2C=CC=CC=2)CCN([CH2:31][CH2:32][CH2:33][C:34]2([C:49]3[CH:54]=[CH:53][C:52]([Cl:55])=[C:51]([Cl:56])[CH:50]=3)[CH2:40][CH2:39][CH2:38][CH2:37][N:36]([C:41](=[O:48])[C:42]3[CH:47]=[CH:46][CH:45]=[CH:44][CH:43]=3)[CH2:35]2)CC1)C)(=O)C.C([O-])([O-])=O.[K+].[K+], predict the reaction product. The product is: [ClH:55].[ClH:19].[NH2:1][C:2]1[S:3][CH:4]=[C:5]([C:7]2([C:13]3[CH:18]=[CH:17][CH:16]=[CH:15][CH:14]=3)[CH2:8][CH2:9][N:10]([CH2:31][CH2:32][CH2:33][C:34]3([C:49]4[CH:54]=[CH:53][C:52]([Cl:55])=[C:51]([Cl:56])[CH:50]=4)[CH2:40][CH2:39][CH2:38][CH2:37][N:36]([C:41](=[O:48])[C:42]4[CH:47]=[CH:46][CH:45]=[CH:44][CH:43]=4)[CH2:35]3)[CH2:11][CH2:12]2)[N:6]=1. (2) Given the reactants [C:1]([N:4]1[CH2:9][CH2:8][N:7]([C:10]2[CH:19]=[CH:18][C:13]([C:14]([O:16]C)=O)=[CH:12][CH:11]=2)[CH2:6][CH2:5]1)(=[O:3])[CH3:2].[NH2:20][C:21]1[N:25](C(OC(C)(C)C)=O)[N:24]=[C:23]([CH2:33][CH2:34][C:35]2[CH:40]=[C:39]([O:41][CH3:42])[CH:38]=[C:37]([O:43][CH3:44])[CH:36]=2)[CH:22]=1.C[Si]([N-][Si](C)(C)C)(C)C.[Na+], predict the reaction product. The product is: [C:1]([N:4]1[CH2:5][CH2:6][N:7]([C:10]2[CH:11]=[CH:12][C:13]([C:14]([NH:20][C:21]3[CH:22]=[C:23]([CH2:33][CH2:34][C:35]4[CH:40]=[C:39]([O:41][CH3:42])[CH:38]=[C:37]([O:43][CH3:44])[CH:36]=4)[NH:24][N:25]=3)=[O:16])=[CH:18][CH:19]=2)[CH2:8][CH2:9]1)(=[O:3])[CH3:2]. (3) Given the reactants Cl[C:2]1[N:3]=[C:4]([N:22]2[CH2:27][CH2:26][O:25][CH2:24][CH2:23]2)[C:5]2[S:10][C:9]([CH2:11][N:12]3[CH2:17][CH2:16][N:15]([S:18]([CH3:21])(=[O:20])=[O:19])[CH2:14][CH2:13]3)=[CH:8][C:6]=2[N:7]=1.C([Sn](CCCC)(CCCC)[C:33]1[S:37][CH:36]=[N:35][CH:34]=1)CCC, predict the reaction product. The product is: [O:25]1[CH2:26][CH2:27][N:22]([C:4]2[C:5]3[S:10][C:9]([CH2:11][N:12]4[CH2:17][CH2:16][N:15]([S:18]([CH3:21])(=[O:20])=[O:19])[CH2:14][CH2:13]4)=[CH:8][C:6]=3[N:7]=[C:2]([C:33]3[S:37][CH:36]=[N:35][CH:34]=3)[N:3]=2)[CH2:23][CH2:24]1. (4) Given the reactants CC1(C)C(C)(C)OB([C:9]2[CH:14]=[CH:13][C:12]([C:15]3[N:16]=[C:17]([C@@H:20]4[CH2:24][CH2:23][CH2:22][N:21]4[C:25]([O:27][C:28]([CH3:31])([CH3:30])[CH3:29])=[O:26])[NH:18][CH:19]=3)=[CH:11][CH:10]=2)O1.I[C:34]1[CH:58]=[CH:57][C:37]2[NH:38][C:39]([C@@H:41]3[CH2:45][CH2:44][CH2:43][N:42]3[C:46](=[O:56])[C@@H:47]([NH:51][C:52](=[O:55])[O:53][CH3:54])[CH:48]([CH3:50])[CH3:49])=[N:40][C:36]=2[CH:35]=1.C(=O)(O)[O-].[Na+], predict the reaction product. The product is: [CH3:54][O:53][C:52]([NH:51][C@@H:47]([CH:48]([CH3:50])[CH3:49])[C:46]([N:42]1[CH2:43][CH2:44][CH2:45][C@H:41]1[C:39]1[NH:38][C:37]2[CH:57]=[CH:58][C:34]([C:9]3[CH:10]=[CH:11][C:12]([C:15]4[N:16]=[C:17]([C@@H:20]5[CH2:24][CH2:23][CH2:22][N:21]5[C:25]([O:27][C:28]([CH3:31])([CH3:30])[CH3:29])=[O:26])[NH:18][CH:19]=4)=[CH:13][CH:14]=3)=[CH:35][C:36]=2[N:40]=1)=[O:56])=[O:55]. (5) The product is: [O:6]1[CH:5]=[CH:4][CH:3]=[C:2]1[CH2:1][O:30][C:28]([C:25]1[CH:24]=[CH:23][C:22]([C:19]2[CH:20]=[CH:21][C:16]([CH2:8][CH2:9][CH2:10][CH2:11][CH2:12][CH2:13][CH2:14][CH3:15])=[CH:17][CH:18]=2)=[CH:27][CH:26]=1)=[O:29]. Given the reactants [CH2:1](N)[C:2]1[O:6][CH:5]=[CH:4][CH:3]=1.[CH2:8]([C:16]1[CH:21]=[CH:20][C:19]([C:22]2[CH:27]=[CH:26][C:25]([C:28]([OH:30])=[O:29])=[CH:24][CH:23]=2)=[CH:18][CH:17]=1)[CH2:9][CH2:10][CH2:11][CH2:12][CH2:13][CH2:14][CH3:15], predict the reaction product. (6) Given the reactants Cl.[N:2]1([C:8]2[C:12]3[CH:13]=[CH:14][CH:15]=[CH:16][C:11]=3[O:10][N:9]=2)[CH2:7][CH2:6][NH:5][CH2:4][CH2:3]1.Cl[CH2:18][CH2:19][C:20]1[CH:21]=[C:22]2[C:27](=[CH:28][CH:29]=1)[NH:26][C:25](=[O:30])[C:24]([CH3:32])([CH3:31])[CH:23]2[CH3:33], predict the reaction product. The product is: [O:10]1[C:11]2[CH:16]=[CH:15][CH:14]=[CH:13][C:12]=2[C:8]([N:2]2[CH2:7][CH2:6][N:5]([CH2:18][CH2:19][C:20]3[CH:21]=[C:22]4[C:27](=[CH:28][CH:29]=3)[NH:26][C:25](=[O:30])[C:24]([CH3:31])([CH3:32])[CH:23]4[CH3:33])[CH2:4][CH2:3]2)=[N:9]1. (7) Given the reactants FC1C=CC=CC=1C1SC2=NC(C)=CN2N=C1C1C=CC2OCC(=O)NC=2C=1.Br[CH:30]([C:45]1[CH:50]=[CH:49][C:48]([F:51])=[CH:47][CH:46]=1)[C:31]([C:33]1[CH:34]=[C:35]([CH3:44])[C:36]2[O:41][CH2:40][C:39](=[O:42])[NH:38][C:37]=2[CH:43]=1)=O.[NH2:52][N:53]1[CH:57]=[C:56]([C:58]([F:61])([F:60])[F:59])[N:55]=[C:54]1[SH:62], predict the reaction product. The product is: [F:51][C:48]1[CH:49]=[CH:50][C:45]([CH:30]2[S:62][C:54]3=[N:55][C:56]([C:58]([F:60])([F:59])[F:61])=[CH:57][N:53]3[N:52]=[C:31]2[C:33]2[CH:34]=[C:35]([CH3:44])[C:36]3[O:41][CH2:40][C:39](=[O:42])[NH:38][C:37]=3[CH:43]=2)=[CH:46][CH:47]=1.